Dataset: Forward reaction prediction with 1.9M reactions from USPTO patents (1976-2016). Task: Predict the product of the given reaction. (1) Given the reactants [CH2:1]([N:8]([CH2:17][CH2:18][C:19]([F:22])([F:21])[F:20])[C:9]1[C:10]([NH2:16])=[CH:11][C:12]([Br:15])=[CH:13][CH:14]=1)[C:2]1[CH:7]=[CH:6][CH:5]=[CH:4][CH:3]=1.[N:23]([C:26]1[CH:31]=[CH:30][C:29]([CH3:32])=[CH:28][CH:27]=1)=[C:24]=[O:25].CN(C)CCN, predict the reaction product. The product is: [CH2:1]([N:8]([CH2:17][CH2:18][C:19]([F:22])([F:21])[F:20])[C:9]1[CH:14]=[CH:13][C:12]([Br:15])=[CH:11][C:10]=1[NH:16][C:24]([NH:23][C:26]1[CH:31]=[CH:30][C:29]([CH3:32])=[CH:28][CH:27]=1)=[O:25])[C:2]1[CH:3]=[CH:4][CH:5]=[CH:6][CH:7]=1. (2) The product is: [CH2:35]([N:24]1[CH:23]=[N:22][C:21]2[C:25]1=[N:26][CH:27]=[N:28][C:20]=2[N:9]1[CH:10]=[C:11]([C:14]2[CH:19]=[CH:18][CH:17]=[CH:16][CH:15]=2)[C:12](=[O:13])[C:7]([C:1]2[CH:6]=[CH:5][CH:4]=[CH:3][CH:2]=2)=[CH:8]1)[CH3:36]. Given the reactants [C:1]1([C:7]2[C:12](=[O:13])[C:11]([C:14]3[CH:19]=[CH:18][CH:17]=[CH:16][CH:15]=3)=[CH:10][N:9]([C:20]3[N:28]=[CH:27][N:26]=[C:25]4[C:21]=3[NH:22][CH:23]=[N:24]4)[CH:8]=2)[CH:6]=[CH:5][CH:4]=[CH:3][CH:2]=1.C([O-])([O-])=O.[K+].[K+].[CH2:35](I)[CH3:36], predict the reaction product. (3) The product is: [CH2:9]([O:16][C:17]1[CH:26]=[CH:25][CH:24]=[C:23]2[C:18]=1[CH2:19][CH2:20][CH2:21][CH:22]2[C:27]([N:29]([C:36]1[CH:37]=[N:38][C:39]([CH:42]([CH3:44])[CH3:43])=[CH:40][CH:41]=1)[CH2:30][C:31]1[CH:32]=[N:33][N:34]([CH2:7][CH2:6][O:5][CH2:4][CH2:3][O:2][CH3:1])[CH:35]=1)=[O:28])[C:10]1[CH:15]=[CH:14][CH:13]=[CH:12][CH:11]=1. Given the reactants [CH3:1][O:2][CH2:3][CH2:4][O:5][CH2:6][CH2:7]O.[CH2:9]([O:16][C:17]1[CH:26]=[CH:25][CH:24]=[C:23]2[C:18]=1[CH2:19][CH2:20][CH2:21][CH:22]2[C:27]([N:29]([C:36]1[CH:37]=[N:38][C:39]([CH:42]([CH3:44])[CH3:43])=[CH:40][CH:41]=1)[CH2:30][C:31]1[CH:32]=[N:33][NH:34][CH:35]=1)=[O:28])[C:10]1[CH:15]=[CH:14][CH:13]=[CH:12][CH:11]=1, predict the reaction product. (4) Given the reactants C(OC([N:8]1[C:12]2=[N:13][CH:14]=[C:15]([O:17][CH2:18][C:19]3[CH:24]=[CH:23][CH:22]=[CH:21][CH:20]=3)[CH:16]=[C:11]2[CH:10]=[C:9]1[C:25]([OH:27])=[O:26])=O)(C)(C)C.S(=O)(=O)(O)O.[C:33](=O)(O)[O-].[Na+], predict the reaction product. The product is: [CH3:33][O:27][C:25]([C:9]1[NH:8][C:12]2=[N:13][CH:14]=[C:15]([O:17][CH2:18][C:19]3[CH:20]=[CH:21][CH:22]=[CH:23][CH:24]=3)[CH:16]=[C:11]2[CH:10]=1)=[O:26]. (5) Given the reactants Br[C:2]1[C:3]([N:22]2[CH2:26][CH2:25][C@H:24]([N:27]([CH3:35])C(=O)OC(C)(C)C)[CH2:23]2)=[N:4][CH:5]=[C:6]([C:8](=[O:21])[NH:9][C:10]2[CH:15]=[CH:14][C:13]([O:16][C:17]([F:20])([F:19])[F:18])=[CH:12][CH:11]=2)[CH:7]=1.[N:36]1[CH:41]=[CH:40][CH:39]=[C:38](B(O)O)[CH:37]=1, predict the reaction product. The product is: [CH3:35][NH:27][C@H:24]1[CH2:25][CH2:26][N:22]([C:3]2[C:2]([C:38]3[CH:37]=[N:36][CH:41]=[CH:40][CH:39]=3)=[CH:7][C:6]([C:8]([NH:9][C:10]3[CH:11]=[CH:12][C:13]([O:16][C:17]([F:20])([F:18])[F:19])=[CH:14][CH:15]=3)=[O:21])=[CH:5][N:4]=2)[CH2:23]1.